The task is: Predict the reaction yield, written as a fraction of the theoretical maximum amount of product (1.0 means a 100% yield; for example, 0.34 means a 34% yield).. This data is from Reaction yield outcomes from USPTO patents with 853,638 reactions. (1) The reactants are [CH:1]1([N:6]2[C:10]3[N:11]=[C:12]([C:28]4[CH2:29][C:30]([CH3:37])([CH3:36])[NH:31][C:32]([CH3:35])([CH3:34])[CH:33]=4)[CH:13]=[C:14]([C:15]([NH:17][CH2:18][C:19]4[C:20](=[O:27])[NH:21][C:22]([CH3:26])=[CH:23][C:24]=4[CH3:25])=[O:16])[C:9]=3[CH:8]=[N:7]2)[CH2:5][CH2:4][CH2:3][CH2:2]1. The catalyst is CCO.[Pd]. The product is [CH:1]1([N:6]2[C:10]3[N:11]=[C:12]([CH:28]4[CH2:33][C:32]([CH3:35])([CH3:34])[NH:31][C:30]([CH3:37])([CH3:36])[CH2:29]4)[CH:13]=[C:14]([C:15]([NH:17][CH2:18][C:19]4[C:20](=[O:27])[NH:21][C:22]([CH3:26])=[CH:23][C:24]=4[CH3:25])=[O:16])[C:9]=3[CH:8]=[N:7]2)[CH2:2][CH2:3][CH2:4][CH2:5]1. The yield is 0.750. (2) The reactants are [Br:1][C:2]([F:9])([F:8])[C:3](OCC)=[O:4].[NH:10]([CH3:12])[CH3:11]. The catalyst is C1COCC1. The product is [Br:1][C:2]([F:9])([F:8])[C:3]([N:10]([CH3:12])[CH3:11])=[O:4]. The yield is 0.930.